This data is from Catalyst prediction with 721,799 reactions and 888 catalyst types from USPTO. The task is: Predict which catalyst facilitates the given reaction. Reactant: [NH:1]1[C:9]2[C:4](=[N:5][CH:6]=[CH:7][CH:8]=2)[C:3]([C:10]2[CH2:11][CH2:12][N:13]([C:16]([O:18][C:19]([CH3:22])([CH3:21])[CH3:20])=[O:17])[CH2:14][CH:15]=2)=[CH:2]1.CN(C)C=O.C[Si]([N-][Si](C)(C)C)(C)C.[Na+].[CH3:38][O:39][CH:40]1[CH2:44][CH2:43][N:42]([C:45]2[CH:46]=[C:47]([S:51](Cl)(=[O:53])=[O:52])[CH:48]=[CH:49][CH:50]=2)[CH2:41]1. Product: [CH3:38][O:39][CH:40]1[CH2:44][CH2:43][N:42]([C:45]2[CH:46]=[C:47]([S:51]([N:1]3[C:9]4[C:4](=[N:5][CH:6]=[CH:7][CH:8]=4)[C:3]([C:10]4[CH2:11][CH2:12][N:13]([C:16]([O:18][C:19]([CH3:22])([CH3:21])[CH3:20])=[O:17])[CH2:14][CH:15]=4)=[CH:2]3)(=[O:53])=[O:52])[CH:48]=[CH:49][CH:50]=2)[CH2:41]1. The catalyst class is: 7.